This data is from NCI-60 drug combinations with 297,098 pairs across 59 cell lines. The task is: Regression. Given two drug SMILES strings and cell line genomic features, predict the synergy score measuring deviation from expected non-interaction effect. Drug 1: C1CCC(CC1)NC(=O)N(CCCl)N=O. Drug 2: C1C(C(OC1N2C=NC3=C2NC=NCC3O)CO)O. Cell line: MDA-MB-435. Synergy scores: CSS=1.65, Synergy_ZIP=-0.125, Synergy_Bliss=1.55, Synergy_Loewe=-2.42, Synergy_HSA=-2.69.